From a dataset of Full USPTO retrosynthesis dataset with 1.9M reactions from patents (1976-2016). Predict the reactants needed to synthesize the given product. (1) Given the product [Cl:1][C:2]1[N:3]=[C:4]([O:20][CH:21]2[CH2:26][CH2:25][O:24][CH2:23][CH2:22]2)[C:5]2[C:10]([C:30]3[CH:31]=[CH:32][N:27]=[CH:28][CH:29]=3)=[CH:9][N:8]([CH2:12][O:13][CH2:14][CH2:15][Si:16]([CH3:19])([CH3:18])[CH3:17])[C:6]=2[N:7]=1, predict the reactants needed to synthesize it. The reactants are: [Cl:1][C:2]1[N:3]=[C:4]([O:20][CH:21]2[CH2:26][CH2:25][O:24][CH2:23][CH2:22]2)[C:5]2[C:10](I)=[CH:9][N:8]([CH2:12][O:13][CH2:14][CH2:15][Si:16]([CH3:19])([CH3:18])[CH3:17])[C:6]=2[N:7]=1.[N:27]1[CH:32]=[CH:31][C:30](B(O)O)=[CH:29][CH:28]=1.O1CCOCC1.C(=O)([O-])[O-].[Na+].[Na+]. (2) Given the product [NH2:15][CH2:14][CH2:13][CH2:12][CH2:11][N:10]1[C:6]2[C:5]([CH3:22])=[C:4]([CH3:23])[N:3]=[C:2]([NH2:1])[C:7]=2[N:8]=[C:9]1[CH2:19][CH2:20][CH3:21], predict the reactants needed to synthesize it. The reactants are: [NH2:1][C:2]1[C:7]2[N:8]=[C:9]([CH2:19][CH2:20][CH3:21])[N:10]([CH2:11][CH2:12][CH2:13][CH2:14][NH:15]C(=O)C)[C:6]=2[C:5]([CH3:22])=[C:4]([CH3:23])[N:3]=1.Cl. (3) The reactants are: O=[C:2]([CH:8]1[C:17](=O)[C:13]2[S:14][CH:15]=[CH:16][C:12]=2[CH2:11][CH2:10][CH2:9]1)[C:3]([O:5][CH2:6][CH3:7])=[O:4].Cl.[Cl:20][C:21]1[CH:26]=[C:25]([Cl:27])[CH:24]=[CH:23][C:22]=1[NH:28][NH2:29]. Given the product [Cl:20][C:21]1[CH:26]=[C:25]([Cl:27])[CH:24]=[CH:23][C:22]=1[N:28]1[C:17]2[C:13]3[S:14][CH:15]=[CH:16][C:12]=3[CH2:11][CH2:10][CH2:9][C:8]=2[C:2]([C:3]([O:5][CH2:6][CH3:7])=[O:4])=[N:29]1, predict the reactants needed to synthesize it. (4) The reactants are: [H-].[Na+].[CH2:3]([N:5]1[CH2:10][CH2:9][N:8]([C:11]2[C:20]3[C:15](=[CH:16][CH:17]=[CH:18][CH:19]=3)[CH:14]=[C:13]([C:21]3[CH:26]=[CH:25][N:24]=[C:23](Cl)[CH:22]=3)[N:12]=2)[CH2:7][CH2:6]1)[CH3:4].[CH3:28][O:29][CH2:30][CH2:31][OH:32]. Given the product [CH2:3]([N:5]1[CH2:10][CH2:9][N:8]([C:11]2[C:20]3[C:15](=[CH:16][CH:17]=[CH:18][CH:19]=3)[CH:14]=[C:13]([C:21]3[CH:26]=[CH:25][N:24]=[C:23]([O:32][CH2:31][CH2:30][O:29][CH3:28])[CH:22]=3)[N:12]=2)[CH2:7][CH2:6]1)[CH3:4], predict the reactants needed to synthesize it.